Regression/Classification. Given a drug SMILES string, predict its absorption, distribution, metabolism, or excretion properties. Task type varies by dataset: regression for continuous measurements (e.g., permeability, clearance, half-life) or binary classification for categorical outcomes (e.g., BBB penetration, CYP inhibition). Dataset: cyp2c9_veith. From a dataset of CYP2C9 inhibition data for predicting drug metabolism from PubChem BioAssay. The drug is COc1ccc2[nH]cc(CCNc3ncncc3-c3ccccc3CN(C)C)c2c1. The result is 0 (non-inhibitor).